From a dataset of Peptide-MHC class I binding affinity with 185,985 pairs from IEDB/IMGT. Regression. Given a peptide amino acid sequence and an MHC pseudo amino acid sequence, predict their binding affinity value. This is MHC class I binding data. The peptide sequence is MSDIFHALV. The MHC is HLA-B44:02 with pseudo-sequence HLA-B44:02. The binding affinity (normalized) is 0.0847.